Dataset: Reaction yield outcomes from USPTO patents with 853,638 reactions. Task: Predict the reaction yield, written as a fraction of the theoretical maximum amount of product (1.0 means a 100% yield; for example, 0.34 means a 34% yield). (1) The reactants are [F:1][CH2:2][C@@H:3]1[CH2:7][N:6]([C@@H:8]([C:10]2[CH:15]=[CH:14][CH:13]=[CH:12][CH:11]=2)[CH3:9])[C:5](=[O:16])[CH2:4]1.Cl[C:18]([O:20][CH2:21][CH3:22])=[O:19].C[Si]([N-][Si](C)(C)C)(C)C.[Li+].[Cl-].[NH4+]. The catalyst is O1CCCC1. The product is [CH2:21]([O:20][C:18]([C@H:4]1[C@H:3]([CH2:2][F:1])[CH2:7][N:6]([C@@H:8]([C:10]2[CH:15]=[CH:14][CH:13]=[CH:12][CH:11]=2)[CH3:9])[C:5]1=[O:16])=[O:19])[CH3:22]. The yield is 0.850. (2) The reactants are [F:1][C:2]1[CH:14]=[CH:13][C:5]2[S:6][C:7]([CH2:10][NH:11][CH3:12])=[C:8]([CH3:9])[C:4]=2[CH:3]=1.[O:15]=[C:16]1[NH:25][C:24]2[N:23]=[CH:22][C:21](/[CH:26]=[CH:27]/[C:28]([OH:30])=O)=[CH:20][C:19]=2[CH2:18][CH2:17]1.ON1C2C=CC=CC=2N=N1.C(N(C(C)C)CC)(C)C.CN(C)CCCN=C=NCC. The catalyst is CN(C=O)C.O. The product is [F:1][C:2]1[CH:14]=[CH:13][C:5]2[S:6][C:7]([CH2:10][N:11]([CH3:12])[C:28](=[O:30])/[CH:27]=[CH:26]/[C:21]3[CH:22]=[N:23][C:24]4[NH:25][C:16](=[O:15])[CH2:17][CH2:18][C:19]=4[CH:20]=3)=[C:8]([CH3:9])[C:4]=2[CH:3]=1. The yield is 0.750.